This data is from Forward reaction prediction with 1.9M reactions from USPTO patents (1976-2016). The task is: Predict the product of the given reaction. (1) Given the reactants [Br:1][C:2]1[CH:9]=[CH:8][CH:7]=[CH:6][C:3]=1[CH2:4][OH:5].[H-].[Na+].F[C:13]1[CH:14]=[C:15]([CH:18]=[CH:19][C:20]=1[O:21][CH3:22])[C:16]#[N:17], predict the reaction product. The product is: [Br:1][C:2]1[CH:9]=[CH:8][CH:7]=[CH:6][C:3]=1[CH2:4][O:5][C:13]1[CH:14]=[C:15]([CH:18]=[CH:19][C:20]=1[O:21][CH3:22])[C:16]#[N:17]. (2) Given the reactants [C:1]1([CH2:7][CH2:8][CH:9]2[CH2:14][CH2:13][N:12]([C:15]([O:17][C:18]3[CH:19]=[N:20][CH:21]=[C:22]([CH:27]=3)[C:23]([O:25]C)=[O:24])=[O:16])[CH2:11][CH2:10]2)[CH:6]=[CH:5][CH:4]=[CH:3][CH:2]=1.[OH-].[Na+].Cl, predict the reaction product. The product is: [C:1]1([CH2:7][CH2:8][CH:9]2[CH2:10][CH2:11][N:12]([C:15]([O:17][C:18]3[CH:19]=[N:20][CH:21]=[C:22]([CH:27]=3)[C:23]([OH:25])=[O:24])=[O:16])[CH2:13][CH2:14]2)[CH:6]=[CH:5][CH:4]=[CH:3][CH:2]=1. (3) Given the reactants [I:1][C:2]1[CH:3]=[C:4]([C:8]2[N:9]=[N:10][N:11]([CH2:13][CH2:14][CH2:15][OH:16])[N:12]=2)[CH:5]=[CH:6][CH:7]=1.[CH3:17][S:18](Cl)(=[O:20])=[O:19], predict the reaction product. The product is: [I:1][C:2]1[CH:3]=[C:4]([C:8]2[N:9]=[N:10][N:11]([CH2:13][CH2:14][CH2:15][O:16][S:18]([CH3:17])(=[O:20])=[O:19])[N:12]=2)[CH:5]=[CH:6][CH:7]=1. (4) Given the reactants [C:1]([NH:4][C:5]1[CH:6]=[C:7]2[C:11](=[CH:12][C:13]=1Br)[CH:10]([NH:15][C:16]1[CH:28]=[CH:27][C:19]([C:20]([O:22][C:23]([CH3:26])([CH3:25])[CH3:24])=[O:21])=[C:18]([F:29])[CH:17]=1)[CH2:9][CH2:8]2)(=[O:3])[CH3:2].[C-:30]#[N:31].N, predict the reaction product. The product is: [C:1]([NH:4][C:5]1[CH:6]=[C:7]2[C:11](=[CH:12][C:13]=1[C:30]#[N:31])[CH:10]([NH:15][C:16]1[CH:28]=[CH:27][C:19]([C:20]([O:22][C:23]([CH3:26])([CH3:25])[CH3:24])=[O:21])=[C:18]([F:29])[CH:17]=1)[CH2:9][CH2:8]2)(=[O:3])[CH3:2]. (5) Given the reactants Cl[C:2]1[N:7]=[C:6]([N:8]2[CH2:13][CH2:12][O:11][CH2:10][C@@H:9]2[CH3:14])[CH:5]=[C:4]([C:15]([S:18]([C:21]2[CH:26]=[CH:25][CH:24]=[CH:23][C:22]=2[C:27]([F:30])([F:29])[F:28])(=[O:20])=[O:19])([CH3:17])[CH3:16])[N:3]=1.CC1(C)C(C)(C)OB([C:39]2[CH:45]=[CH:44][C:42]([NH2:43])=[CH:41][CH:40]=2)O1.C(=O)([O-])[O-].[Na+].[Na+].CN(C=O)C, predict the reaction product. The product is: [CH3:14][C@H:9]1[CH2:10][O:11][CH2:12][CH2:13][N:8]1[C:6]1[CH:5]=[C:4]([C:15]([S:18]([C:21]2[CH:26]=[CH:25][CH:24]=[CH:23][C:22]=2[C:27]([F:30])([F:29])[F:28])(=[O:20])=[O:19])([CH3:17])[CH3:16])[N:3]=[C:2]([C:39]2[CH:45]=[CH:44][C:42]([NH2:43])=[CH:41][CH:40]=2)[N:7]=1. (6) Given the reactants F[C:2]1[CH:10]=[C:9]2[C:5]([CH:6]=[CH:7][NH:8]2)=[CH:4][CH:3]=1.C1(CBr)CC1.CN1C(SC2SC(N)=NC=2)=NN=N1, predict the reaction product. The product is: [NH:8]1[C:9]2[C:5](=[CH:4][CH:3]=[CH:2][CH:10]=2)[CH:6]=[CH:7]1.